The task is: Predict the product of the given reaction.. This data is from Forward reaction prediction with 1.9M reactions from USPTO patents (1976-2016). (1) Given the reactants [CH:1]([N:4]1[CH2:9][CH2:8][N:7]([C:10]([C:12]2[CH:13]=[C:14]3[C:18](=[CH:19][CH:20]=2)[NH:17][C:16]([C:21]([N:23]2[CH2:28][CH2:27][CH:26]([O:29][CH3:30])[CH2:25][CH2:24]2)=[O:22])=[CH:15]3)=[O:11])[CH2:6][CH2:5]1)([CH3:3])[CH3:2].[Cl:31][C:32]1[CH:33]=[C:34](B(O)O)[CH:35]=[CH:36][CH:37]=1.N1C=CC=CC=1, predict the reaction product. The product is: [Cl:31][C:32]1[CH:37]=[C:36]([N:17]2[C:18]3[C:14](=[CH:13][C:12]([C:10]([N:7]4[CH2:8][CH2:9][N:4]([CH:1]([CH3:3])[CH3:2])[CH2:5][CH2:6]4)=[O:11])=[CH:20][CH:19]=3)[CH:15]=[C:16]2[C:21]([N:23]2[CH2:28][CH2:27][CH:26]([O:29][CH3:30])[CH2:25][CH2:24]2)=[O:22])[CH:35]=[CH:34][CH:33]=1. (2) Given the reactants [OH:1][C:2]1[CH:3]=[C:4]2[C:9](=[CH:10][CH:11]=1)[N:8]=[C:7]([C:12]1[CH:17]=[CH:16][CH:15]=[C:14]([O:18][CH3:19])[CH:13]=1)[N:6]([CH2:20][C:21]([NH:23][CH:24]([CH3:26])[CH3:25])=[O:22])[C:5]2=[O:27].[C:28]([N:35]1[CH2:40][CH2:39][CH2:38][CH2:37][CH:36]1[CH2:41][CH2:42]O)([O:30][C:31]([CH3:34])([CH3:33])[CH3:32])=[O:29].C1(P(C2C=CC=CC=2)C2C=CC=CC=2)C=CC=CC=1.CC(OC(/N=N/C(OC(C)C)=O)=O)C, predict the reaction product. The product is: [C:31]([O:30][C:28]([N:35]1[CH2:40][CH2:39][CH2:38][CH2:37][CH:36]1[CH2:41][CH2:42][O:1][C:2]1[CH:3]=[C:4]2[C:9](=[CH:10][CH:11]=1)[N:8]=[C:7]([C:12]1[CH:17]=[CH:16][CH:15]=[C:14]([O:18][CH3:19])[CH:13]=1)[N:6]([CH2:20][C:21](=[O:22])[NH:23][CH:24]([CH3:25])[CH3:26])[C:5]2=[O:27])=[O:29])([CH3:34])([CH3:33])[CH3:32]. (3) Given the reactants [F:1][C:2]1[CH:45]=[CH:44][C:5]([CH2:6][C:7]2[N:11]([CH2:12][C:13]([O:15]C(C)(C)C)=[O:14])[N:10]=[C:9]([C:20]3[N:21]=[CH:22][N:23](C(C4C=CC=CC=4)(C4C=CC=CC=4)C4C=CC=CC=4)[CH:24]=3)[CH:8]=2)=[CH:4][CH:3]=1.C(O)(C(F)(F)F)=O, predict the reaction product. The product is: [F:1][C:2]1[CH:45]=[CH:44][C:5]([CH2:6][C:7]2[N:11]([CH2:12][C:13]([OH:15])=[O:14])[N:10]=[C:9]([C:20]3[N:21]=[CH:22][NH:23][CH:24]=3)[CH:8]=2)=[CH:4][CH:3]=1. (4) Given the reactants [Cl:1][C:2]1[N:7]=[C:6](Cl)[CH:5]=[CH:4][N:3]=1.[C:9]1([CH:15]2[CH2:20][NH:19][CH2:18][CH2:17][NH:16]2)[CH:14]=[CH:13][CH:12]=[CH:11][CH:10]=1, predict the reaction product. The product is: [Cl:1][C:2]1[N:7]=[C:6]([N:19]2[CH2:18][CH2:17][NH:16][CH:15]([C:9]3[CH:14]=[CH:13][CH:12]=[CH:11][CH:10]=3)[CH2:20]2)[CH:5]=[CH:4][N:3]=1. (5) Given the reactants Cl[C:2]1[N:7]=[C:6]([C:8]([OH:10])=[O:9])[CH:5]=[CH:4][CH:3]=1.[F:11][C:12]1[CH:13]=[C:14]([CH:24]=[C:25](B2OC(C)(C)C(C)(C)O2)[CH:26]=1)[CH2:15][NH:16][C:17](=[O:23])[O:18][C:19]([CH3:22])([CH3:21])[CH3:20].[O-]P([O-])([O-])=O.[K+].[K+].[K+].C(Cl)Cl, predict the reaction product. The product is: [C:19]([O:18][C:17]([NH:16][CH2:15][C:14]1[CH:24]=[C:25]([C:2]2[N:7]=[C:6]([C:8]([OH:10])=[O:9])[CH:5]=[CH:4][CH:3]=2)[CH:26]=[C:12]([F:11])[CH:13]=1)=[O:23])([CH3:22])([CH3:20])[CH3:21]. (6) The product is: [Br:17][C:9]1[NH:8][CH:7]=[C:6]2[C:2](=[O:1])[N:3]([C:10]([O:12][C:13]([CH3:16])([CH3:15])[CH3:14])=[O:11])[CH2:4][C:5]=12. Given the reactants [O:1]=[C:2]1[C:6]2=[CH:7][NH:8][CH:9]=[C:5]2[CH2:4][N:3]1[C:10]([O:12][C:13]([CH3:16])([CH3:15])[CH3:14])=[O:11].[Br:17]N1C(=O)CCC1=O.O, predict the reaction product. (7) Given the reactants [CH3:1][C:2]1[C:6]([CH2:7][C:8](=[O:17])[CH2:9][CH2:10][C:11]2[CH:16]=[CH:15][CH:14]=[CH:13][CH:12]=2)=[C:5]([C:18]2[CH:23]=[CH:22][C:21]([C:24]3[CH:29]=[CH:28][C:27]([C:30]4([C:33]([OH:35])=[O:34])[CH2:32][CH2:31]4)=[CH:26][CH:25]=3)=[CH:20][CH:19]=2)[O:4][N:3]=1.[CH3:36][Mg]I, predict the reaction product. The product is: [OH:17][C:8]([CH3:36])([CH2:9][CH2:10][C:11]1[CH:12]=[CH:13][CH:14]=[CH:15][CH:16]=1)[CH2:7][C:6]1[C:2]([CH3:1])=[N:3][O:4][C:5]=1[C:18]1[CH:23]=[CH:22][C:21]([C:24]2[CH:25]=[CH:26][C:27]([C:30]3([C:33]([OH:35])=[O:34])[CH2:31][CH2:32]3)=[CH:28][CH:29]=2)=[CH:20][CH:19]=1.